This data is from Reaction yield outcomes from USPTO patents with 853,638 reactions. The task is: Predict the reaction yield, written as a fraction of the theoretical maximum amount of product (1.0 means a 100% yield; for example, 0.34 means a 34% yield). The reactants are Br[C:2]1[CH:13]=[CH:12][C:5]([CH2:6][O:7][Si:8]([CH3:11])([CH3:10])[CH3:9])=[C:4]([CH3:14])[CH:3]=1.[CH3:15][Si:16]([C:19]#[CH:20])([CH3:18])[CH3:17]. The catalyst is C(N(CC)CC)C.[Cu]I.Cl[Pd](Cl)([P](C1C=CC=CC=1)(C1C=CC=CC=1)C1C=CC=CC=1)[P](C1C=CC=CC=1)(C1C=CC=CC=1)C1C=CC=CC=1. The product is [CH3:14][C:4]1[CH:3]=[C:2]([C:20]#[C:19][Si:16]([CH3:18])([CH3:17])[CH3:15])[CH:13]=[CH:12][C:5]=1[CH2:6][O:7][Si:8]([CH3:11])([CH3:10])[CH3:9]. The yield is 0.650.